Predict the reactants needed to synthesize the given product. From a dataset of Full USPTO retrosynthesis dataset with 1.9M reactions from patents (1976-2016). (1) The reactants are: O[C@H:2]1[C@H:7]([C:8]2[CH:13]=[CH:12][C:11]([OH:14])=[CH:10][CH:9]=2)[CH2:6][CH2:5][N:4]([C:15]([O:17][C:18]([CH3:21])([CH3:20])[CH3:19])=[O:16])[CH2:3]1.COCCN(S(F)(F)[F:32])CCOC.C1(C)C=CC=CC=1.[Cl-].[NH4+]. Given the product [F:32][C@H:2]1[C@H:7]([C:8]2[CH:13]=[CH:12][C:11]([OH:14])=[CH:10][CH:9]=2)[CH2:6][CH2:5][N:4]([C:15]([O:17][C:18]([CH3:21])([CH3:20])[CH3:19])=[O:16])[CH2:3]1, predict the reactants needed to synthesize it. (2) Given the product [CH3:1][NH:2][C:3]([C:5]1[NH:6][C:7]2[C:12]([CH:13]=1)=[CH:11][C:10]([C:14]1([CH2:26][C:27]3[CH:28]=[CH:29][CH:30]=[CH:31][CH:32]=3)[CH2:18][CH2:17][NH:16][CH2:15]1)=[CH:9][CH:8]=2)=[O:4], predict the reactants needed to synthesize it. The reactants are: [CH3:1][NH:2][C:3]([C:5]1[NH:6][C:7]2[C:12]([CH:13]=1)=[CH:11][C:10]([C:14]1([CH2:26][C:27]3[CH:32]=[CH:31][CH:30]=[CH:29][CH:28]=3)[CH2:18][CH2:17][N:16](CC3C=CC=CC=3)[CH2:15]1)=[CH:9][CH:8]=2)=[O:4].